Dataset: Full USPTO retrosynthesis dataset with 1.9M reactions from patents (1976-2016). Task: Predict the reactants needed to synthesize the given product. (1) Given the product [CH2:41]([N:33]1[C:8]2[CH:7]=[C:6]([O:5][CH2:1][CH2:2][CH2:3][CH3:4])[N:11]=[C:10]([N:12]([CH2:13][C:14]3[CH:15]=[CH:16][C:17]([O:20][CH3:21])=[CH:18][CH:19]=3)[CH2:22][C:23]3[CH:28]=[CH:27][C:26]([O:29][CH3:30])=[CH:25][CH:24]=3)[C:9]=2[N:31]=[C:32]1[OH:34])[C:42]1[CH:47]=[CH:46][CH:45]=[CH:44][CH:43]=1, predict the reactants needed to synthesize it. The reactants are: [CH2:1]([O:5][C:6]1[N:11]=[C:10]([N:12]([CH2:22][C:23]2[CH:28]=[CH:27][C:26]([O:29][CH3:30])=[CH:25][CH:24]=2)[CH2:13][C:14]2[CH:19]=[CH:18][C:17]([O:20][CH3:21])=[CH:16][CH:15]=2)[C:9]2[NH:31][C:32](=[O:34])[NH:33][C:8]=2[CH:7]=1)[CH2:2][CH2:3][CH3:4].C(=O)([O-])[O-].[K+].[K+].[CH2:41](Br)[C:42]1[CH:47]=[CH:46][CH:45]=[CH:44][CH:43]=1. (2) Given the product [CH2:20]([O:19][C:17]([N:6]1[CH2:7][CH2:8][CH:3]([CH2:2][OH:1])[CH2:4][CH2:5]1)=[O:18])[C:21]1[CH:26]=[CH:25][CH:24]=[CH:23][CH:22]=1, predict the reactants needed to synthesize it. The reactants are: [OH:1][CH2:2][CH:3]1[CH2:8][CH2:7][NH:6][CH2:5][CH2:4]1.C(N(CC)CC)C.Cl[C:17]([O:19][CH2:20][C:21]1[CH:26]=[CH:25][CH:24]=[CH:23][CH:22]=1)=[O:18]. (3) Given the product [F:1][C:2]1[C:6]([C:7]2[CH:8]=[N:9][CH:10]=[CH:11][CH:12]=2)=[N:5][N:4]2[CH:13]=[CH:14][N:15]([C:16]3[CH:17]=[C:18]([NH:19][C:31](=[O:32])[C:30]4[CH:34]=[C:35]([S:37]([F:42])([F:38])([F:39])([F:40])[F:41])[CH:36]=[C:28]([C:25]([OH:24])([CH3:27])[CH3:26])[CH:29]=4)[CH:20]=[CH:21][C:22]=3[CH3:23])[C:3]=12, predict the reactants needed to synthesize it. The reactants are: [F:1][C:2]1[C:6]([C:7]2[CH:8]=[N:9][CH:10]=[CH:11][CH:12]=2)=[N:5][N:4]2[CH:13]=[CH:14][N:15]([C:16]3[CH:17]=[C:18]([CH:20]=[CH:21][C:22]=3[CH3:23])[NH2:19])[C:3]=12.[OH:24][C:25]([C:28]1[CH:29]=[C:30]([CH:34]=[C:35]([S:37]([F:42])([F:41])([F:40])([F:39])[F:38])[CH:36]=1)[C:31](O)=[O:32])([CH3:27])[CH3:26].CN(C(ON1N=NC2C=CC=NC1=2)=[N+](C)C)C.F[P-](F)(F)(F)(F)F.C(N(CC)C(C)C)(C)C.